Dataset: Reaction yield outcomes from USPTO patents with 853,638 reactions. Task: Predict the reaction yield, written as a fraction of the theoretical maximum amount of product (1.0 means a 100% yield; for example, 0.34 means a 34% yield). (1) The reactants are [F-].C([N+](CCCC)(CCCC)CCCC)CCC.[CH2:19]([O:26][C:27]([N:29]1[CH2:35][CH2:34][C:33](=[O:36])[N:32]([CH:37]([CH2:48][O:49][CH3:50])[CH2:38][CH2:39][O:40][Si](C(C)(C)C)(C)C)[CH2:31][CH2:30]1)=[O:28])[C:20]1[CH:25]=[CH:24][CH:23]=[CH:22][CH:21]=1.O. The catalyst is O1CCCC1. The product is [CH2:19]([O:26][C:27]([N:29]1[CH2:35][CH2:34][C:33](=[O:36])[N:32]([CH:37]([CH2:48][O:49][CH3:50])[CH2:38][CH2:39][OH:40])[CH2:31][CH2:30]1)=[O:28])[C:20]1[CH:25]=[CH:24][CH:23]=[CH:22][CH:21]=1. The yield is 0.770. (2) The yield is 0.210. The catalyst is O.CCO. The product is [C:1]([CH2:15][CH2:16][CH2:17][CH2:18][CH2:19][CH2:20][CH2:21][CH2:22][CH2:23][O:24][C:25]1[CH:26]=[C:27]([C:31]([NH2:33])=[O:32])[CH:28]=[CH:29][CH:30]=1)#[N:2]. The reactants are [C-:1]#[N:2].[Na+].CC1C=CC(S(O[CH2:15][CH2:16][CH2:17][CH2:18][CH2:19][CH2:20][CH2:21][CH2:22][CH2:23][O:24][C:25]2[CH:30]=[CH:29][CH:28]=[C:27]([C:31]([NH2:33])=[O:32])[CH:26]=2)(=O)=O)=CC=1.